This data is from NCI-60 drug combinations with 297,098 pairs across 59 cell lines. The task is: Regression. Given two drug SMILES strings and cell line genomic features, predict the synergy score measuring deviation from expected non-interaction effect. Drug 1: C1CC(C1)(C(=O)O)C(=O)O.[NH2-].[NH2-].[Pt+2]. Drug 2: CCCCCOC(=O)NC1=NC(=O)N(C=C1F)C2C(C(C(O2)C)O)O. Cell line: NCIH23. Synergy scores: CSS=9.94, Synergy_ZIP=-6.82, Synergy_Bliss=0.313, Synergy_Loewe=-12.2, Synergy_HSA=0.424.